Predict the reactants needed to synthesize the given product. From a dataset of Full USPTO retrosynthesis dataset with 1.9M reactions from patents (1976-2016). (1) Given the product [N:1]1[C:10]2[C:5](=[CH:6][CH:7]=[CH:8][CH:9]=2)[CH:4]=[CH:3][C:2]=1[N:11]1[CH2:12][CH:13]([C:15]2[C:16]([C:21]3[CH:22]=[C:23]([CH:28]=[CH:29][CH:30]=3)[C:24]([O-:26])=[O:25])=[N:17][CH:18]=[CH:19][N:20]=2)[CH2:14]1.[Li+:33], predict the reactants needed to synthesize it. The reactants are: [N:1]1[C:10]2[C:5](=[CH:6][CH:7]=[CH:8][CH:9]=2)[CH:4]=[CH:3][C:2]=1[N:11]1[CH2:14][CH:13]([C:15]2[C:16]([C:21]3[CH:22]=[C:23]([CH:28]=[CH:29][CH:30]=3)[C:24]([O:26]C)=[O:25])=[N:17][CH:18]=[CH:19][N:20]=2)[CH2:12]1.O.[OH-].[Li+:33].O. (2) Given the product [CH3:1][CH2:2][O:3][C:4]([C:6]1[N:7]([C:23]([O:25][C:26]([CH3:27])([CH3:29])[CH3:28])=[O:24])[C:8]2[C:13]([CH:14]=1)=[C:12]([OH:15])[CH:11]=[CH:10][CH:9]=2)=[O:5], predict the reactants needed to synthesize it. The reactants are: [CH3:1][CH2:2][O:3][C:4]([C:6]1[N:7]([C:23]([O:25][C:26]([CH3:29])([CH3:28])[CH3:27])=[O:24])[C:8]2[C:13]([CH:14]=1)=[C:12]([O:15]CC1C=CC=CC=1)[CH:11]=[CH:10][CH:9]=2)=[O:5].